From a dataset of Full USPTO retrosynthesis dataset with 1.9M reactions from patents (1976-2016). Predict the reactants needed to synthesize the given product. (1) Given the product [C:25]([O:24][C:22]([N:20]1[CH2:21][C@H:17]([O:16][C:9]2[C:10]3[S:15][CH:14]=[CH:13][C:11]=3[N:12]=[C:7]([C:6]3[N:2]([CH3:1])[N:3]=[C:4]([CH3:33])[CH:5]=3)[N:8]=2)[CH2:18][C@H:19]1[C:29]([OH:31])=[O:30])=[O:23])([CH3:28])([CH3:26])[CH3:27], predict the reactants needed to synthesize it. The reactants are: [CH3:1][N:2]1[C:6]([C:7]2[N:8]=[C:9]([O:16][C@H:17]3[CH2:21][N:20]([C:22]([O:24][C:25]([CH3:28])([CH3:27])[CH3:26])=[O:23])[C@H:19]([C:29]([O:31]C)=[O:30])[CH2:18]3)[C:10]3[S:15][CH:14]=[CH:13][C:11]=3[N:12]=2)=[CH:5][C:4]([CH3:33])=[N:3]1.O1CCCC1.[OH-].[Li+]. (2) Given the product [C:25]1([NH:22][C:23]([N:13]2[C:14]3=[N:15][CH:16]=[CH:17][CH:18]=[C:19]3[C:11]([C:5]3[CH:6]=[CH:7][C:8]([O:9][CH3:10])=[C:3]([O:2][CH3:1])[CH:4]=3)=[CH:12]2)=[S:24])[CH:30]=[CH:29][CH:28]=[CH:27][CH:26]=1, predict the reactants needed to synthesize it. The reactants are: [CH3:1][O:2][C:3]1[CH:4]=[C:5]([C:11]2[C:19]3[C:14](=[N:15][CH:16]=[CH:17][CH:18]=3)[NH:13][CH:12]=2)[CH:6]=[CH:7][C:8]=1[O:9][CH3:10].[H-].[Na+].[N:22]([C:25]1[CH:30]=[CH:29][CH:28]=[CH:27][CH:26]=1)=[C:23]=[S:24]. (3) The reactants are: [C:1]([O:5][C:6]([NH:8][C@H:9]([C:11]([OH:13])=O)[CH3:10])=[O:7])([CH3:4])([CH3:3])[CH3:2].Cl.[CH2:15]([O:17][C:18](=[O:24])[C@H:19]([C@@H:21]([CH3:23])[OH:22])[NH2:20])C. Given the product [C:1]([O:5][C:6]([NH:8][C@H:9]([C:11]([NH:20][C@H:19]([C:18]([O:17][CH3:15])=[O:24])[C@@H:21]([CH3:23])[OH:22])=[O:13])[CH3:10])=[O:7])([CH3:2])([CH3:3])[CH3:4], predict the reactants needed to synthesize it.